This data is from Full USPTO retrosynthesis dataset with 1.9M reactions from patents (1976-2016). The task is: Predict the reactants needed to synthesize the given product. (1) Given the product [O:3]1[C:7]2[CH:8]=[CH:9][CH:10]=[C:11]([CH:12]3[CH2:17][CH2:16][N:15]([CH2:18][CH2:19][C@H:20]4[CH2:21][CH2:22][C@H:23]([NH:26][C:32](=[O:33])[C:31]5[CH:35]=[CH:36][C:28]([F:27])=[CH:29][CH:30]=5)[CH2:24][CH2:25]4)[CH2:14][CH2:13]3)[C:6]=2[CH2:5][CH2:4]1, predict the reactants needed to synthesize it. The reactants are: Cl.Cl.[O:3]1[C:7]2[CH:8]=[CH:9][CH:10]=[C:11]([CH:12]3[CH2:17][CH2:16][N:15]([CH2:18][CH2:19][C@H:20]4[CH2:25][CH2:24][C@H:23]([NH2:26])[CH2:22][CH2:21]4)[CH2:14][CH2:13]3)[C:6]=2[CH2:5][CH2:4]1.[F:27][C:28]1[CH:36]=[CH:35][C:31]([C:32](O)=[O:33])=[CH:30][CH:29]=1. (2) Given the product [CH3:68][N:69]([CH2:72][C:45]1[CH:44]=[N+:38]([O-:37])[CH:42]=[CH:41][CH:46]=1)[C:70]([C:21]1[N:13]2[C:12]([CH2:11][N:10]([C:8]([C:6]3[CH:5]=[CH:4][C:3]([C:27]4[CH:32]=[CH:31][CH:30]=[CH:29][C:28]=4[C:33]([F:36])([F:34])[F:35])=[C:2]([CH3:1])[CH:7]=3)=[O:9])[C:16]3[CH:17]=[CH:18][CH:19]=[CH:20][C:15]=3[CH2:14]2)=[CH:23][CH:22]=1)=[O:71], predict the reactants needed to synthesize it. The reactants are: [CH3:1][C:2]1[CH:7]=[C:6]([C:8]([N:10]2[C:16]3[CH:17]=[CH:18][CH:19]=[CH:20][C:15]=3[CH2:14][N:13]3[C:21](C(O)=O)=[CH:22][CH:23]=[C:12]3[CH2:11]2)=[O:9])[CH:5]=[CH:4][C:3]=1[C:27]1[CH:32]=[CH:31][CH:30]=[CH:29][C:28]=1[C:33]([F:36])([F:35])[F:34].[OH:37][N:38]1[C:42]2C=[CH:44][CH:45]=[CH:46][C:41]=2N=N1.Cl.CN(C)CCCN=C=NCC.C(N(CC)C(C)C)(C)C.[CH3:68][N:69]([CH3:72])[CH:70]=[O:71]. (3) Given the product [C:19]12([O:14][C:11]3[CH:12]=[CH:13][C:8]([C:5]4([C:3]([O:2][CH3:1])=[O:4])[CH2:7][CH2:6]4)=[CH:9][C:10]=3[O:15]1)[CH2:20][CH2:21][CH2:22]2, predict the reactants needed to synthesize it. The reactants are: [CH3:1][O:2][C:3]([C:5]1([C:8]2[CH:13]=[CH:12][C:11]([OH:14])=[C:10]([OH:15])[CH:9]=2)[CH2:7][CH2:6]1)=[O:4].CC1C=[CH:19][C:20](S(O)(=O)=O)=[CH:21][CH:22]=1.C1(=O)CCC1. (4) Given the product [Br:8][C:22]1[N:21]([CH:24]2[CH2:26][CH2:25]2)[C:20]2[CH:16]([C:13]3[CH:14]=[CH:15][C:10]([Cl:9])=[CH:11][CH:12]=3)[N:17]([C:28]3[CH:33]=[C:32]([CH3:34])[C:31](=[O:35])[N:30]([CH3:36])[CH:29]=3)[C:18](=[O:27])[C:19]=2[CH:23]=1, predict the reactants needed to synthesize it. The reactants are: C1C(=O)N([Br:8])C(=O)C1.[Cl:9][C:10]1[CH:15]=[CH:14][C:13]([CH:16]2[C:20]3[N:21]([CH:24]4[CH2:26][CH2:25]4)[CH:22]=[CH:23][C:19]=3[C:18](=[O:27])[N:17]2[C:28]2[CH:33]=[C:32]([CH3:34])[C:31](=[O:35])[N:30]([CH3:36])[CH:29]=2)=[CH:12][CH:11]=1.